Dataset: Reaction yield outcomes from USPTO patents with 853,638 reactions. Task: Predict the reaction yield, written as a fraction of the theoretical maximum amount of product (1.0 means a 100% yield; for example, 0.34 means a 34% yield). (1) The reactants are [CH3:1][S:2][C:3]1[CH:8]=[CH:7][C:6]([C:9]2[O:13][N:12]=[CH:11][C:10]=2[CH2:14][CH2:15][CH2:16][OH:17])=[CH:5][CH:4]=1.ClC1C=CC=C(C(OO)=[O:26])C=1.O. The catalyst is C(#N)C. The product is [CH3:1][S:2]([C:3]1[CH:4]=[CH:5][C:6]([C:9]2[O:13][N:12]=[CH:11][C:10]=2[CH2:14][CH2:15][CH2:16][OH:17])=[CH:7][CH:8]=1)=[O:26]. The yield is 0.410. (2) The reactants are [C:12]([O:11][C:9](O[C:9]([O:11][C:12]([CH3:15])([CH3:14])[CH3:13])=[O:10])=[O:10])([CH3:15])([CH3:14])[CH3:13].[NH2:16][C:17]1[CH:18]=[CH:19][C:20]([Cl:23])=[N:21][CH:22]=1.O. The catalyst is O1CCOCC1. The product is [C:12]([O:11][C:9](=[O:10])[NH:16][C:17]1[CH:22]=[N:21][C:20]([Cl:23])=[CH:19][CH:18]=1)([CH3:13])([CH3:14])[CH3:15]. The yield is 0.850.